Dataset: Catalyst prediction with 721,799 reactions and 888 catalyst types from USPTO. Task: Predict which catalyst facilitates the given reaction. (1) Reactant: C[O:2][C:3]([C:5]1([CH2:11][CH2:12][NH:13][C:14]2[C:15]([CH3:31])=[N:16][C:17]([N:20]3[CH2:24][CH2:23][C@H:22]([N:25]4[CH2:29][CH2:28][CH2:27][C@@H:26]4[CH3:30])[CH2:21]3)=[CH:18][CH:19]=2)[CH2:10][CH2:9][O:8][CH2:7][CH2:6]1)=O.CC(C)([O-])C.[K+]. Product: [CH3:31][C:15]1[C:14]([N:13]2[CH2:12][CH2:11][C:5]3([CH2:6][CH2:7][O:8][CH2:9][CH2:10]3)[C:3]2=[O:2])=[CH:19][CH:18]=[C:17]([N:20]2[CH2:24][CH2:23][C@H:22]([N:25]3[CH2:29][CH2:28][CH2:27][C@@H:26]3[CH3:30])[CH2:21]2)[N:16]=1. The catalyst class is: 56. (2) Reactant: [CH:1]([C:3]1[CH:4]=[C:5]2[C:10](=[CH:11][CH:12]=1)[C:9](=[O:13])[O:8][CH2:7][CH2:6]2)=[CH2:2].ClC1C=C(C=CC=1)C(OO)=[O:19]. Product: [O:19]1[CH2:2][CH:1]1[C:3]1[CH:4]=[C:5]2[C:10](=[CH:11][CH:12]=1)[C:9](=[O:13])[O:8][CH2:7][CH2:6]2. The catalyst class is: 4.